Predict the reactants needed to synthesize the given product. From a dataset of Full USPTO retrosynthesis dataset with 1.9M reactions from patents (1976-2016). (1) Given the product [CH3:11][O:12][C:13]1[CH:20]=[CH:19][C:16]([CH2:17][O:1][CH2:2][CH:3]2[CH2:6][CH:5]([C:7]#[N:8])[CH2:4]2)=[CH:15][CH:14]=1, predict the reactants needed to synthesize it. The reactants are: [OH:1][CH2:2][CH:3]1[CH2:6][CH:5]([C:7]#[N:8])[CH2:4]1.[H-].[Na+].[CH3:11][O:12][C:13]1[CH:20]=[CH:19][C:16]([CH2:17]Cl)=[CH:15][CH:14]=1. (2) Given the product [NH2:1][C:2]1[N:3]=[C:4]([NH:36][NH:35][C:33]([C:29]2[O:28][CH:32]=[CH:31][CH:30]=2)=[O:34])[C:5]2[CH:10]=[CH:9][N:8]([CH2:11][CH2:12][N:13]([CH2:14][CH2:15][N:16]([C:18]3[CH:23]=[CH:22][C:21]([F:24])=[CH:20][C:19]=3[F:25])[CH3:17])[CH3:26])[C:6]=2[N:7]=1, predict the reactants needed to synthesize it. The reactants are: [NH2:1][C:2]1[N:3]=[C:4](Cl)[C:5]2[CH:10]=[CH:9][N:8]([CH2:11][CH2:12][N:13]([CH3:26])[CH2:14][CH2:15][N:16]([C:18]3[CH:23]=[CH:22][C:21]([F:24])=[CH:20][C:19]=3[F:25])[CH3:17])[C:6]=2[N:7]=1.[O:28]1[CH:32]=[CH:31][CH:30]=[C:29]1[C:33]([NH:35][NH2:36])=[O:34]. (3) Given the product [C:13]([O:18][C:3]1([CH2:1][CH3:2])[CH:4]2[CH2:12][CH:8]3[CH2:7][CH:6]([CH2:11][CH:10]1[CH2:9]3)[CH2:5]2)(=[O:17])[C:14]([CH3:16])=[CH2:15], predict the reactants needed to synthesize it. The reactants are: [CH:1](=[C:3]1[CH:10]2[CH2:11][CH:6]3[CH2:7][CH:8]([CH2:12][CH:4]1[CH2:5]3)[CH2:9]2)[CH3:2].[C:13]([OH:18])(=[O:17])[C:14]([CH3:16])=[CH2:15].S(=O)(=O)(O)O. (4) Given the product [Cl:85][C:2]1[C:11]2[C:6](=[CH:7][C:8]([O:12][CH3:13])=[CH:9][CH:10]=2)[N:5]=[CH:4][C:3]=1[C:14]([O:16][CH2:17][CH3:18])=[O:15], predict the reactants needed to synthesize it. The reactants are: O[C:2]1[C:11]2[C:6](=[CH:7][C:8]([O:12][CH3:13])=[CH:9][CH:10]=2)[N:5]=[CH:4][C:3]=1[C:14]([O:16][CH2:17][CH3:18])=[O:15].C1C=CC(C2C=CC=CC=2)=CC=1.C1C=CC(OC2C=CC=CC=2)=CC=1.COC1C=C(NC=C(C(OCC)=O)C(OCC)=O)C=CC=1.COC1C=C2C(C=C(C(OCC)=O)C=N2)=CC=1.C(Cl)(=O)C([Cl:85])=O.S(Cl)(Cl)=O.P(Cl)(Cl)(Cl)=O.